Task: Predict the reaction yield, written as a fraction of the theoretical maximum amount of product (1.0 means a 100% yield; for example, 0.34 means a 34% yield).. Dataset: Reaction yield outcomes from USPTO patents with 853,638 reactions (1) The reactants are [CH3:1][C:2]([C:8]1[CH:13]=[CH:12][CH:11]=[CH:10][N:9]=1)([CH3:7])[C:3]([O:5]C)=[O:4].[OH-].[Na+]. The catalyst is CO. The product is [CH3:7][C:2]([C:8]1[CH:13]=[CH:12][CH:11]=[CH:10][N:9]=1)([CH3:1])[C:3]([OH:5])=[O:4]. The yield is 0.900. (2) The reactants are [C:1]([O:5][C:6]([N:8]1[CH2:12][CH2:11][C@@H:10](O)[C@H:9]1[C:14]([O:16][CH2:17][C:18]1[CH:23]=[CH:22][CH:21]=[CH:20][CH:19]=1)=[O:15])=[O:7])([CH3:4])([CH3:3])[CH3:2].CCN(S(F)(F)[F:30])CC. The catalyst is C(Cl)Cl. The product is [C:1]([O:5][C:6]([N:8]1[CH2:12][CH2:11][C@@H:10]([F:30])[C@H:9]1[C:14]([O:16][CH2:17][C:18]1[CH:23]=[CH:22][CH:21]=[CH:20][CH:19]=1)=[O:15])=[O:7])([CH3:4])([CH3:3])[CH3:2]. The yield is 0.990. (3) The reactants are [NH:1]1[C:9]2[C:4](=[CH:5][CH:6]=[CH:7][CH:8]=2)[CH:3]=[C:2]1[CH:10]=O.[CH3:12][N:13]([CH3:17])[CH2:14][CH2:15][NH2:16]. No catalyst specified. The product is [NH:1]1[C:9]2[C:4](=[CH:5][CH:6]=[CH:7][CH:8]=2)[CH:3]=[C:2]1[CH:10]=[N:16][CH2:15][CH2:14][N:13]([CH3:17])[CH3:12]. The yield is 0.960. (4) The reactants are [Cl:1][C:2]1[C:3]([N:11]2[CH2:16][CH2:15][CH:14]([N:17]3[CH2:21][CH2:20][C@H:19]([NH:22][C:23]4[CH:28]=[CH:27][C:26]([S:29]([CH3:32])(=[O:31])=[O:30])=[CH:25][C:24]=4[F:33])[C:18]3=[O:34])[CH2:13][CH2:12]2)=[N:4][CH:5]=[C:6]([CH:10]=1)[C:7](O)=[O:8].S(Cl)([Cl:37])=O. The catalyst is C(Cl)Cl.CN(C=O)C. The product is [Cl:1][C:2]1[C:3]([N:11]2[CH2:16][CH2:15][CH:14]([N:17]3[CH2:21][CH2:20][C@H:19]([NH:22][C:23]4[CH:28]=[CH:27][C:26]([S:29]([CH3:32])(=[O:31])=[O:30])=[CH:25][C:24]=4[F:33])[C:18]3=[O:34])[CH2:13][CH2:12]2)=[N:4][CH:5]=[C:6]([CH:10]=1)[C:7]([Cl:37])=[O:8]. The yield is 1.00. (5) The reactants are [C:1]1([C@@H:7]2[CH2:9][C@H:8]2[C:10]([OH:12])=O)[CH:6]=[CH:5][CH:4]=[CH:3][CH:2]=1.O=C1N(P(Cl)(N2CCOC2=O)=O)CCO1.C(N(CC)CC)C.[Br:35][C:36]1[C:37]([F:46])=[C:38]2[C:44]([NH2:45])=[CH:43][NH:42][C:39]2=[N:40][CH:41]=1.C([O-])([O-])=O.[Na+].[Na+]. The catalyst is C(Cl)Cl. The product is [Br:35][C:36]1[C:37]([F:46])=[C:38]2[C:44]([NH:45][C:10]([C@@H:8]3[CH2:9][C@H:7]3[C:1]3[CH:2]=[CH:3][CH:4]=[CH:5][CH:6]=3)=[O:12])=[CH:43][NH:42][C:39]2=[N:40][CH:41]=1. The yield is 0.618. (6) The reactants are O.C1(C)C=CC(S(O)(=O)=O)=CC=1.[CH2:13]([O:15][C:16](=[O:37])[CH2:17][O:18][CH2:19]/[CH:20]=[CH:21]\[CH2:22][N:23]1[C:28](=[O:29])[CH2:27][CH2:26][CH2:25][C@@H:24]1[CH2:30][O:31]C(OCC)C)[CH3:14]. The catalyst is CCO. The product is [CH2:13]([O:15][C:16](=[O:37])[CH2:17][O:18][CH2:19]/[CH:20]=[CH:21]\[CH2:22][N:23]1[C:28](=[O:29])[CH2:27][CH2:26][CH2:25][C@@H:24]1[CH2:30][OH:31])[CH3:14]. The yield is 0.760. (7) The reactants are [S:1]1[CH:5]=[CH:4][CH:3]=[C:2]1[C:6](Cl)=[O:7].[CH2:9]([N:16]1[C:25]2[C:20](=[CH:21][C:22]([F:26])=[CH:23][CH:24]=2)[C:19]([N:27]2[CH2:32][CH2:31][NH:30][CH2:29][CH2:28]2)=[C:18]([C:33]#[N:34])[C:17]1=[O:35])[C:10]1[CH:15]=[CH:14][CH:13]=[CH:12][CH:11]=1. The catalyst is N1C=CC=CC=1. The product is [CH2:9]([N:16]1[C:25]2[C:20](=[CH:21][C:22]([F:26])=[CH:23][CH:24]=2)[C:19]([N:27]2[CH2:32][CH2:31][N:30]([C:6]([C:2]3[S:1][CH:5]=[CH:4][CH:3]=3)=[O:7])[CH2:29][CH2:28]2)=[C:18]([C:33]#[N:34])[C:17]1=[O:35])[C:10]1[CH:15]=[CH:14][CH:13]=[CH:12][CH:11]=1. The yield is 0.760.